Dataset: Forward reaction prediction with 1.9M reactions from USPTO patents (1976-2016). Task: Predict the product of the given reaction. (1) The product is: [Br:21][C:22]1[CH:23]=[C:24]([C:25]([C:4]2[CH:3]=[C:2]([C:14]3[CH:19]=[CH:18][CH:17]=[CH:16][CH:15]=3)[CH:7]=[C:6]([C:8]3[CH:13]=[CH:12][CH:11]=[CH:10][CH:9]=3)[CH:5]=2)=[O:32])[CH:27]=[CH:28][CH:29]=1. Given the reactants Br[C:2]1([C:14]2[CH:19]=[CH:18][CH:17]=[CH:16][CH:15]=2)[CH:7]=[C:6]([C:8]2[CH:13]=[CH:12][CH:11]=[CH:10][CH:9]=2)[CH:5]=[CH:4][CH2:3]1.[Mg].[Br:21][C:22]1[CH:23]=[C:24]([CH:27]=[CH:28][CH:29]=1)[C:25]#N.C(OCC)(=[O:32])C, predict the reaction product. (2) Given the reactants [N:1]1[CH:6]=[CH:5][CH:4]=[C:3]([CH2:7][C:8]([OH:10])=[O:9])[CH:2]=1.[ClH:11].O, predict the reaction product. The product is: [ClH:11].[N:1]1[CH:6]=[CH:5][CH:4]=[C:3]([CH2:7][C:8]([OH:10])=[O:9])[CH:2]=1. (3) Given the reactants [Cl:1][C:2]1[CH:3]=[CH:4][C:5]2[N:6]([CH:8]=[C:9]([NH2:11])[N:10]=2)[N:7]=1.[Br:12][CH2:13][C:14](Cl)=[O:15].O, predict the reaction product. The product is: [Br:12][CH2:13][C:14]([NH:11][C:9]1[N:10]=[C:5]2[CH:4]=[CH:3][C:2]([Cl:1])=[N:7][N:6]2[CH:8]=1)=[O:15]. (4) Given the reactants [N+:1]([C:4]1[CH:5]=[CH:6][C:7]2[O:12][CH2:11][C:10](=[O:13])[NH:9][C:8]=2[CH:14]=1)([O-:3])=[O:2].[H-].[Na+].CS(O[CH2:22][CH2:23][N:24]1[CH2:29][CH2:28][CH:27]([NH:30][C:31]([O:33][C:34]([CH3:37])([CH3:36])[CH3:35])=[O:32])[CH2:26][CH2:25]1)(=O)=O.C(OC(=O)NC1CCN(CCN2C3C(=CC=C(OC)C=3)C=CC2=O)CC1)(C)(C)C, predict the reaction product. The product is: [C:34]([O:33][C:31](=[O:32])[NH:30][CH:27]1[CH2:28][CH2:29][N:24]([CH2:23][CH2:22][N:9]2[C:8]3[CH:14]=[C:4]([N+:1]([O-:3])=[O:2])[CH:5]=[CH:6][C:7]=3[O:12][CH2:11][C:10]2=[O:13])[CH2:25][CH2:26]1)([CH3:37])([CH3:36])[CH3:35].